From a dataset of TCR-epitope binding with 47,182 pairs between 192 epitopes and 23,139 TCRs. Binary Classification. Given a T-cell receptor sequence (or CDR3 region) and an epitope sequence, predict whether binding occurs between them. The epitope is IPSINVHHY. The TCR CDR3 sequence is CASSSRDREETQYF. Result: 0 (the TCR does not bind to the epitope).